The task is: Predict which catalyst facilitates the given reaction.. This data is from Catalyst prediction with 721,799 reactions and 888 catalyst types from USPTO. (1) Reactant: [NH:1]1[C:5]2[N:6]=[CH:7][CH:8]=[C:9]([C:10]([O:12]C)=[O:11])[C:4]=2[CH:3]=[CH:2]1.[OH-].[Na+]. Product: [NH:1]1[C:5]2[N:6]=[CH:7][CH:8]=[C:9]([C:10]([OH:12])=[O:11])[C:4]=2[CH:3]=[CH:2]1. The catalyst class is: 5. (2) Reactant: [CH3:1][O:2][CH2:3][CH2:4][O:5][CH2:6][C:7]([OH:9])=O.ClC(OCC(C)C)=O.[NH2:18][C:19]1[CH:24]=[CH:23][CH:22]=[C:21]([NH2:25])[N:20]=1.C(=O)(O)[O-].[Na+]. Product: [NH2:18][C:19]1[N:20]=[C:21]([NH:25][C:7](=[O:9])[CH2:6][O:5][CH2:4][CH2:3][O:2][CH3:1])[CH:22]=[CH:23][CH:24]=1. The catalyst class is: 571. (3) Reactant: [C:1]([C:3]1[CH:36]=[CH:35][C:6]([C:7]([NH:9][C:10]2[N:14]([CH2:15][CH2:16][O:17][CH3:18])[C:13]3[CH:19]=[CH:20][C:21]([CH2:23][O:24][Si](C(C)C)(C(C)C)C(C)C)=[CH:22][C:12]=3[N:11]=2)=[O:8])=[CH:5][CH:4]=1)#[N:2].Cl. Product: [C:1]([C:3]1[CH:4]=[CH:5][C:6]([C:7]([NH:9][C:10]2[N:14]([CH2:15][CH2:16][O:17][CH3:18])[C:13]3[CH:19]=[CH:20][C:21]([CH2:23][OH:24])=[CH:22][C:12]=3[N:11]=2)=[O:8])=[CH:35][CH:36]=1)#[N:2]. The catalyst class is: 12. (4) Reactant: [C:1]([C:3]1[CH:4]=[C:5]([F:19])[CH:6]=[C:7]2[C:11]=1[NH:10][CH:9]=[C:8]2/[CH:12]=[CH:13]/[C:14]([O:16][CH2:17][CH3:18])=[O:15])#[N:2]. Product: [C:1]([C:3]1[CH:4]=[C:5]([F:19])[CH:6]=[C:7]2[C:11]=1[NH:10][CH:9]=[C:8]2[CH2:12][CH2:13][C:14]([O:16][CH2:17][CH3:18])=[O:15])#[N:2]. The catalyst class is: 123. (5) Reactant: C(OC([N:8]1[CH2:13][CH2:12][N:11]([CH2:14][CH:15]([C:23]2[CH:28]=[CH:27][C:26]([Cl:29])=[CH:25][CH:24]=2)[C:16]2[CH:21]=[CH:20][C:19]([Cl:22])=[CH:18][CH:17]=2)[CH2:10][CH2:9]1)=O)(C)(C)C.Cl. Product: [Cl:29][C:26]1[CH:25]=[CH:24][C:23]([CH:15]([C:16]2[CH:17]=[CH:18][C:19]([Cl:22])=[CH:20][CH:21]=2)[CH2:14][N:11]2[CH2:10][CH2:9][NH:8][CH2:13][CH2:12]2)=[CH:28][CH:27]=1. The catalyst class is: 13. (6) Reactant: [C:1]([O:5][C:6]([N:8]1[CH2:13][CH2:12][N:11](CC2C=CC=CC=2)[CH:10]([CH2:21][N:22]([CH2:30][C:31]([CH3:36])([CH3:35])[C:32]([NH2:34])=[O:33])[C:23]([O:25][C:26]([CH3:29])([CH3:28])[CH3:27])=[O:24])[CH2:9]1)=[O:7])([CH3:4])([CH3:3])[CH3:2]. Product: [C:1]([O:5][C:6]([N:8]1[CH2:13][CH2:12][NH:11][CH:10]([CH2:21][N:22]([CH2:30][C:31]([CH3:36])([CH3:35])[C:32]([NH2:34])=[O:33])[C:23]([O:25][C:26]([CH3:27])([CH3:28])[CH3:29])=[O:24])[CH2:9]1)=[O:7])([CH3:2])([CH3:3])[CH3:4]. The catalyst class is: 8.